This data is from NCI-60 drug combinations with 297,098 pairs across 59 cell lines. The task is: Regression. Given two drug SMILES strings and cell line genomic features, predict the synergy score measuring deviation from expected non-interaction effect. (1) Drug 1: CC(C)NC(=O)C1=CC=C(C=C1)CNNC.Cl. Drug 2: CC1C(C(CC(O1)OC2CC(CC3=C2C(=C4C(=C3O)C(=O)C5=C(C4=O)C(=CC=C5)OC)O)(C(=O)CO)O)N)O.Cl. Cell line: OVCAR-5. Synergy scores: CSS=31.4, Synergy_ZIP=1.46, Synergy_Bliss=2.25, Synergy_Loewe=2.95, Synergy_HSA=4.60. (2) Drug 1: CC1C(C(CC(O1)OC2CC(CC3=C2C(=C4C(=C3O)C(=O)C5=C(C4=O)C(=CC=C5)OC)O)(C(=O)C)O)N)O.Cl. Drug 2: C1=CN(C=N1)CC(O)(P(=O)(O)O)P(=O)(O)O. Cell line: TK-10. Synergy scores: CSS=1.73, Synergy_ZIP=-6.31, Synergy_Bliss=-13.2, Synergy_Loewe=-17.2, Synergy_HSA=-13.7. (3) Drug 1: CS(=O)(=O)OCCCCOS(=O)(=O)C. Drug 2: CC1C(C(CC(O1)OC2CC(CC3=C2C(=C4C(=C3O)C(=O)C5=CC=CC=C5C4=O)O)(C(=O)C)O)N)O. Cell line: PC-3. Synergy scores: CSS=45.7, Synergy_ZIP=-2.08, Synergy_Bliss=-2.82, Synergy_Loewe=-36.8, Synergy_HSA=-0.424. (4) Drug 1: CC1OCC2C(O1)C(C(C(O2)OC3C4COC(=O)C4C(C5=CC6=C(C=C35)OCO6)C7=CC(=C(C(=C7)OC)O)OC)O)O. Drug 2: CS(=O)(=O)CCNCC1=CC=C(O1)C2=CC3=C(C=C2)N=CN=C3NC4=CC(=C(C=C4)OCC5=CC(=CC=C5)F)Cl. Cell line: SNB-19. Synergy scores: CSS=35.5, Synergy_ZIP=5.96, Synergy_Bliss=6.09, Synergy_Loewe=-0.0552, Synergy_HSA=6.58. (5) Drug 1: CC(C1=C(C=CC(=C1Cl)F)Cl)OC2=C(N=CC(=C2)C3=CN(N=C3)C4CCNCC4)N. Drug 2: CC1=C(C(CCC1)(C)C)C=CC(=CC=CC(=CC(=O)O)C)C. Cell line: 786-0. Synergy scores: CSS=-2.05, Synergy_ZIP=0.223, Synergy_Bliss=-2.57, Synergy_Loewe=-4.80, Synergy_HSA=-4.14. (6) Drug 1: CC(C1=C(C=CC(=C1Cl)F)Cl)OC2=C(N=CC(=C2)C3=CN(N=C3)C4CCNCC4)N. Drug 2: CN(C)N=NC1=C(NC=N1)C(=O)N. Cell line: CCRF-CEM. Synergy scores: CSS=23.6, Synergy_ZIP=-12.9, Synergy_Bliss=-18.9, Synergy_Loewe=-18.5, Synergy_HSA=-17.9. (7) Drug 1: CC1=C2C(C(=O)C3(C(CC4C(C3C(C(C2(C)C)(CC1OC(=O)C(C(C5=CC=CC=C5)NC(=O)C6=CC=CC=C6)O)O)OC(=O)C7=CC=CC=C7)(CO4)OC(=O)C)O)C)OC(=O)C. Drug 2: CC(C)(C1=NC(=CC=C1)N2C3=NC(=NC=C3C(=O)N2CC=C)NC4=CC=C(C=C4)N5CCN(CC5)C)O. Cell line: T-47D. Synergy scores: CSS=28.2, Synergy_ZIP=-0.555, Synergy_Bliss=-5.94, Synergy_Loewe=-13.1, Synergy_HSA=-0.458. (8) Drug 1: C1CN1C2=NC(=NC(=N2)N3CC3)N4CC4. Drug 2: C1=NC2=C(N1)C(=S)N=C(N2)N. Cell line: SK-MEL-28. Synergy scores: CSS=25.6, Synergy_ZIP=-10.6, Synergy_Bliss=-1.23, Synergy_Loewe=0.568, Synergy_HSA=1.88.